Task: Predict the reactants needed to synthesize the given product.. Dataset: Full USPTO retrosynthesis dataset with 1.9M reactions from patents (1976-2016) Given the product [Cl:11][C:4]1[CH:3]=[C:2]([N:1]=[C:12]=[S:13])[CH:9]=[C:8]([Cl:10])[C:5]=1[C:6]#[N:7], predict the reactants needed to synthesize it. The reactants are: [NH2:1][C:2]1[CH:9]=[C:8]([Cl:10])[C:5]([C:6]#[N:7])=[C:4]([Cl:11])[CH:3]=1.[C:12](Cl)(Cl)=[S:13].C(N(CC)CC)C.